Predict the reactants needed to synthesize the given product. From a dataset of Full USPTO retrosynthesis dataset with 1.9M reactions from patents (1976-2016). (1) Given the product [N:30]1([C:23]([C:22]2[CH:26]=[CH:27][CH:28]=[CH:29][C:21]=2[CH:18]2[CH2:19][CH2:20][N:16]([CH2:15][CH2:14][C:9]3[CH:10]=[CH:11][CH:12]=[CH:13][C:8]=3[N:3]3[CH2:4][CH2:5][CH2:6][CH2:7][C:2]3=[O:1])[CH2:17]2)=[O:25])[CH2:34][CH2:33][CH2:32][CH2:31]1, predict the reactants needed to synthesize it. The reactants are: [O:1]=[C:2]1[CH2:7][CH2:6][CH2:5][CH2:4][N:3]1[C:8]1[CH:13]=[CH:12][CH:11]=[CH:10][C:9]=1[CH2:14][CH2:15][N:16]1[CH2:20][CH2:19][CH:18]([C:21]2[CH:29]=[CH:28][CH:27]=[CH:26][C:22]=2[C:23]([OH:25])=O)[CH2:17]1.[NH:30]1[CH2:34][CH2:33][CH2:32][CH2:31]1.CN([P+](ON1N=NC2C=CC=CC1=2)(N(C)C)N(C)C)C.F[P-](F)(F)(F)(F)F. (2) Given the product [Si:5]([O:6][CH2:7][CH2:8][CH2:9][CH2:10][CH2:11][CH2:12][C:13]1[CH:14]=[CH:15][C:16]([C:30](=[O:31])[CH2:29][CH2:28][Cl:34])=[CH:17][CH:18]=1)([C:1]([CH3:4])([CH3:3])[CH3:2])([CH3:20])[CH3:19], predict the reactants needed to synthesize it. The reactants are: [C:1]([Si:5]([CH3:20])([CH3:19])[O:6][CH2:7][CH2:8][CH2:9][CH2:10][CH2:11][CH2:12][C:13]1[CH:18]=[CH:17][CH:16]=[CH:15][CH:14]=1)([CH3:4])([CH3:3])[CH3:2].ClC1C=C([CH2:28][CH2:29][C:30](Cl)=[O:31])C=CC=1.[Al+3].[Cl-:34].[Cl-].[Cl-].Cl.